Dataset: Full USPTO retrosynthesis dataset with 1.9M reactions from patents (1976-2016). Task: Predict the reactants needed to synthesize the given product. (1) Given the product [P:54]([O:30][CH2:29][C@H:27]1[S:28][C@@H:19]([N:14]2[C:15]3[N:16]=[CH:17][N:18]=[C:10]([NH2:9])[C:11]=3[N:12]=[CH:13]2)[C@H:20]([OH:21])[C@@H:22]1[OH:23])([O:53][P:50]([O:49][P:46]([OH:48])([OH:58])=[O:47])([OH:52])=[O:51])(=[O:55])[OH:56], predict the reactants needed to synthesize it. The reactants are: C([NH:9][C:10]1[N:18]=[CH:17][N:16]=[C:15]2[C:11]=1[N:12]=[CH:13][N:14]2[C@@H:19]1[S:28][C@H:27]([CH2:29][OH:30])[C@@H:22]([O:23]C(=O)C)[C@@:20]1(C(=O)C)[OH:21])(=O)C1C=CC=CC=1.P(Cl)([O-])OCC1C(=CC=CC=1)O.[P:46]([O:58]C[C@H]1S[C@@H](N2C=CC(=O)NC2=O)[C@H](O)[C@@H]1O)([O:49][P:50]([O:53][P:54](O)([OH:56])=[O:55])([OH:52])=[O:51])(=[O:48])[OH:47]. (2) Given the product [N:25]1[CH:26]=[CH:27][CH:28]=[C:23]([C:22]2[C:18]3[CH:17]=[CH:16][C:15]([C:12]4[CH:11]=[C:10]([C:30](=[O:32])[CH3:31])[CH:9]=[CH:14][CH:13]=4)=[CH:29][C:19]=3[S:20][CH:21]=2)[CH:24]=1, predict the reactants needed to synthesize it. The reactants are: C(=O)([O-])[O-].[Na+].[Na+].Cl.F[C:9]1[CH:14]=[CH:13][C:12]([C:15]2[CH:16]=[CH:17][C:18]3[C:22]([C:23]4[CH:24]=[N:25][CH:26]=[CH:27][CH:28]=4)=[CH:21][S:20][C:19]=3[CH:29]=2)=[CH:11][CH:10]=1.[C:30](C1C=C(B(O)O)C=CC=1)(=[O:32])[CH3:31]. (3) Given the product [Cl:1][C:2]1[CH:28]=[CH:27][C:5]2[N:6]3[C:10]([CH2:11][N:12]([CH3:29])[CH2:13][C:4]=2[CH:3]=1)=[N:9][N:8]=[C:7]3[CH:14]1[CH2:19][CH2:18][C:17]([C:20]2[CH:25]=[C:24]([F:26])[CH:23]=[CH:22][N:21]=2)=[CH:16][CH2:15]1, predict the reactants needed to synthesize it. The reactants are: [Cl:1][C:2]1[CH:28]=[CH:27][C:5]2[N:6]3[C:10]([CH2:11][NH:12][CH2:13][C:4]=2[CH:3]=1)=[N:9][N:8]=[C:7]3[CH:14]1[CH2:19][CH2:18][C:17]([C:20]2[CH:25]=[C:24]([F:26])[CH:23]=[CH:22][N:21]=2)=[CH:16][CH2:15]1.[C:29](O)(=O)C.C=O.C(O[BH-](OC(=O)C)OC(=O)C)(=O)C.[Na+]. (4) Given the product [CH:12]([N:15]1[C:19]([S:39]([CH3:2])(=[O:43])=[O:41])=[N:18][N:17]=[C:16]1[C:22]1[CH:27]=[C:26]([CH:28]([CH3:29])[CH3:30])[C:25]([O:31][CH2:32][O:33][CH3:34])=[CH:24][C:23]=1[O:35][CH2:36][O:37][CH3:38])([CH3:13])[CH3:14], predict the reactants needed to synthesize it. The reactants are: Cl[C:2]1C=CC=C(C(OO)=O)C=1.[CH:12]([N:15]1[C:19](SC)=[N:18][N:17]=[C:16]1[C:22]1[CH:27]=[C:26]([CH:28]([CH3:30])[CH3:29])[C:25]([O:31][CH2:32][O:33][CH3:34])=[CH:24][C:23]=1[O:35][CH2:36][O:37][CH3:38])([CH3:14])[CH3:13].[S:39]([O-:43])([O-])(=[O:41])=S.[Na+].[Na+].C(=O)([O-])O.[Na+]. (5) Given the product [CH2:1]([C@@:5]1([CH2:41][CH3:42])[NH:11][C@H:10]([C:12]2[CH:13]=[CH:14][CH:15]=[CH:16][CH:17]=2)[C:9]2[CH:18]=[C:19]([O:37][CH3:38])[C:20]([CH2:22][NH:23][CH:24]([CH2:31][C:32]([OH:34])=[O:33])[CH2:25][C:26]([OH:28])=[O:27])=[CH:21][C:8]=2[S:7](=[O:39])(=[O:40])[CH2:6]1)[CH2:2][CH2:3][CH3:4], predict the reactants needed to synthesize it. The reactants are: [CH2:1]([C@@:5]1([CH2:41][CH3:42])[NH:11][C@H:10]([C:12]2[CH:17]=[CH:16][CH:15]=[CH:14][CH:13]=2)[C:9]2[CH:18]=[C:19]([O:37][CH3:38])[C:20]([CH2:22][NH:23][CH:24]([CH2:31][C:32]([O:34]CC)=[O:33])[CH2:25][C:26]([O:28]CC)=[O:27])=[CH:21][C:8]=2[S:7](=[O:40])(=[O:39])[CH2:6]1)[CH2:2][CH2:3][CH3:4].[OH-].[Li+]. (6) Given the product [C:26]([NH:34][C:35](=[S:36])[NH:1][C:2]1[N:7]=[C:6]2[N:8]([CH2:20][CH3:21])[C:9]([C:11]([N:13]([CH:17]3[CH2:19][CH2:18]3)[CH:14]3[CH2:16][CH2:15]3)=[O:12])=[CH:10][C:5]2=[C:4]2[N:22]([CH3:25])[CH:23]=[N:24][C:3]=12)(=[O:33])[C:27]1[CH:32]=[CH:31][CH:30]=[CH:29][CH:28]=1, predict the reactants needed to synthesize it. The reactants are: [NH2:1][C:2]1[N:7]=[C:6]2[N:8]([CH2:20][CH3:21])[C:9]([C:11]([N:13]([CH:17]3[CH2:19][CH2:18]3)[CH:14]3[CH2:16][CH2:15]3)=[O:12])=[CH:10][C:5]2=[C:4]2[N:22]([CH3:25])[CH:23]=[N:24][C:3]=12.[C:26]([N:34]=[C:35]=[S:36])(=[O:33])[C:27]1[CH:32]=[CH:31][CH:30]=[CH:29][CH:28]=1.O. (7) Given the product [OH:9][C:10]1[C:19]2[N:18]=[CH:17][CH:16]=[CH:15][C:14]=2[C:13]([C:20]([O:22][CH3:23])=[O:21])=[N:12][C:11]=1[C:24]([O:26][CH3:27])=[O:25], predict the reactants needed to synthesize it. The reactants are: C([O:9][C:10]1[C:19]2[N:18]=[CH:17][CH:16]=[CH:15][C:14]=2[C:13]([C:20]([O:22][CH3:23])=[O:21])=[N:12][C:11]=1[C:24]([O:26][CH3:27])=[O:25])(=O)C1C=CC=CC=1.C(N)C1C=CC=CC=1.C(OCC)C.